Dataset: Full USPTO retrosynthesis dataset with 1.9M reactions from patents (1976-2016). Task: Predict the reactants needed to synthesize the given product. (1) The reactants are: [CH3:1][C:2]([NH:14][CH2:15][CH:16]([C:18]1[C:27]2[O:26][CH2:25][C:24](=[O:28])[NH:23][C:22]=2[CH:21]=[C:20]([O:29]CC2C=CC=CC=2)[CH:19]=1)[OH:17])([CH3:13])[CH2:3][C:4]1[C:9]([CH3:10])=[CH:8][C:7]([CH3:11])=[CH:6][C:5]=1[CH3:12]. Given the product [CH3:13][C:2]([NH:14][CH2:15][CH:16]([C:18]1[C:27]2[O:26][CH2:25][C:24](=[O:28])[NH:23][C:22]=2[CH:21]=[C:20]([OH:29])[CH:19]=1)[OH:17])([CH3:1])[CH2:3][C:4]1[C:9]([CH3:10])=[CH:8][C:7]([CH3:11])=[CH:6][C:5]=1[CH3:12], predict the reactants needed to synthesize it. (2) Given the product [Br:8][C:5]1[CH:6]=[CH:7][C:2]([NH:15][CH2:9][CH2:10][CH2:11][CH2:12][CH2:13][CH3:14])=[CH:3][CH:4]=1, predict the reactants needed to synthesize it. The reactants are: Br[C:2]1[CH:7]=[CH:6][C:5]([Br:8])=[CH:4][CH:3]=1.[CH2:9]([NH2:15])[CH2:10][CH2:11][CH2:12][CH2:13][CH3:14]. (3) Given the product [Br:1][C:2]1[CH:3]=[C:4]([CH:8]=[C:9]([F:11])[CH:10]=1)[C:5]([O:7][CH3:17])=[O:6], predict the reactants needed to synthesize it. The reactants are: [Br:1][C:2]1[CH:3]=[C:4]([CH:8]=[C:9]([F:11])[CH:10]=1)[C:5]([OH:7])=[O:6].S(=O)(=O)(O)O.[C:17](=O)([O-])O.[Na+]. (4) Given the product [F:11][C:3]1[CH:4]=[C:5]([N+:8]([O-:10])=[O:9])[CH:6]=[CH:7][C:2]=1[N:15]1[CH2:16][CH:13]([OH:12])[CH2:14]1, predict the reactants needed to synthesize it. The reactants are: F[C:2]1[CH:7]=[CH:6][C:5]([N+:8]([O-:10])=[O:9])=[CH:4][C:3]=1[F:11].[OH:12][CH:13]1[CH2:16][NH:15][CH2:14]1.Cl. (5) Given the product [CH3:11][O:10][C:4]1[CH:3]=[C:2]([C:17]#[C:16][Si:13]([CH3:15])([CH3:14])[CH3:12])[C:7]([CH:8]=[O:9])=[CH:6][N:5]=1, predict the reactants needed to synthesize it. The reactants are: I[C:2]1[C:7]([CH:8]=[O:9])=[CH:6][N:5]=[C:4]([O:10][CH3:11])[CH:3]=1.[CH3:12][Si:13]([C:16]#[CH:17])([CH3:15])[CH3:14]. (6) Given the product [C:59]([O:58][C:56]([N:48]([C:49]([O:51][C:52]([CH3:53])([CH3:54])[CH3:55])=[O:50])[C:44]1[C:45]2[C:40](=[CH:39][C:38]([NH:37][CH:65]([C:30]3[CH:31]=[CH:32][C:27]([CH2:26][CH2:25][CH2:24][C:23]([NH:22][C:13]4[CH:14]=[CH:15][C:16]([S:17]([CH2:20][CH3:21])(=[O:19])=[O:18])=[C:11]([CH2:10][N:8]([C:6]([O:5][C:1]([CH3:4])([CH3:3])[CH3:2])=[O:7])[CH3:9])[CH:12]=4)=[O:36])=[CH:28][CH:29]=3)[C:64]([OH:68])=[O:67])=[CH:47][CH:46]=2)[CH:41]=[CH:42][N:43]=1)=[O:57])([CH3:62])([CH3:61])[CH3:60], predict the reactants needed to synthesize it. The reactants are: [C:1]([O:5][C:6]([N:8]([CH2:10][C:11]1[CH:12]=[C:13]([NH:22][C:23](=[O:36])[CH2:24][CH2:25][CH2:26][C:27]2[CH:32]=[CH:31][C:30](B(O)O)=[CH:29][CH:28]=2)[CH:14]=[CH:15][C:16]=1[S:17]([CH2:20][CH3:21])(=[O:19])=[O:18])[CH3:9])=[O:7])([CH3:4])([CH3:3])[CH3:2].[NH2:37][C:38]1[CH:39]=[C:40]2[C:45](=[CH:46][CH:47]=1)[C:44]([N:48]([C:56]([O:58][C:59]([CH3:62])([CH3:61])[CH3:60])=[O:57])[C:49]([O:51][C:52]([CH3:55])([CH3:54])[CH3:53])=[O:50])=[N:43][CH:42]=[CH:41]2.O.[C:64]([OH:68])(=[O:67])[CH:65]=O. (7) Given the product [CH:9]([O:8][C:3]1[CH:4]=[CH:5][CH:6]=[CH:7][C:2]=1[N:12]1[CH2:18][CH2:17][CH2:16][N:15]([C:87]([O:86][C:83]([CH3:85])([CH3:84])[CH3:82])=[O:88])[CH2:14][CH2:13]1)([CH3:11])[CH3:10], predict the reactants needed to synthesize it. The reactants are: Br[C:2]1[CH:7]=[CH:6][CH:5]=[CH:4][C:3]=1[O:8][CH:9]([CH3:11])[CH3:10].[NH:12]1[CH2:18][CH2:17][CH2:16][NH:15][CH2:14][CH2:13]1.C1C=CC(P(C2C(C3C(P(C4C=CC=CC=4)C4C=CC=CC=4)=CC=C4C=3C=CC=C4)=C3C(C=CC=C3)=CC=2)C2C=CC=CC=2)=CC=1.C1CCN2C(=NCCC2)CC1.CC([O-])(C)C.[Na+].[CH3:82][C:83]([O:86][C:87](O[C:87]([O:86][C:83]([CH3:85])([CH3:84])[CH3:82])=[O:88])=[O:88])([CH3:85])[CH3:84].